The task is: Predict the reaction yield, written as a fraction of the theoretical maximum amount of product (1.0 means a 100% yield; for example, 0.34 means a 34% yield).. This data is from Reaction yield outcomes from USPTO patents with 853,638 reactions. The reactants are [OH-].C([N+](CCCC)(CCCC)CCCC)CCC.[CH:19]1([C:25]2[C:26]3[CH:27]=[CH:28][C:29]([C:49]([O:51][C:52]([CH3:55])([CH3:54])[CH3:53])=[O:50])=[CH:30][C:31]=3[N:32]3[CH2:38][C:37]([C:39]([O:41]C)=[O:40])=[CH:36][C:35]4[CH:43]=[C:44]([O:47][CH3:48])[CH:45]=[CH:46][C:34]=4[C:33]=23)[CH2:24][CH2:23][CH2:22][CH2:21][CH2:20]1.Cl. The catalyst is CO.C1COCC1. The product is [C:52]([O:51][C:49]([C:29]1[CH:28]=[CH:27][C:26]2[C:25]([CH:19]3[CH2:24][CH2:23][CH2:22][CH2:21][CH2:20]3)=[C:33]3[C:34]4[CH:46]=[CH:45][C:44]([O:47][CH3:48])=[CH:43][C:35]=4[CH:36]=[C:37]([C:39]([OH:41])=[O:40])[CH2:38][N:32]3[C:31]=2[CH:30]=1)=[O:50])([CH3:55])([CH3:53])[CH3:54]. The yield is 1.18.